This data is from Full USPTO retrosynthesis dataset with 1.9M reactions from patents (1976-2016). The task is: Predict the reactants needed to synthesize the given product. (1) Given the product [CH3:11][C:2]1([NH2:1])[CH2:3][CH:4]2[N:9]([CH3:10])[CH:7]([CH2:6][CH2:5]2)[CH2:8]1.[CH3:10][N:9]1[CH:7]2[CH2:8][CH:2]([NH2:1])[CH2:3][CH:4]1[CH2:11][CH2:5][CH2:6]2, predict the reactants needed to synthesize it. The reactants are: [NH2:1][CH:2]1[CH2:8][C@H:7]2[N:9]([CH3:10])[C@H:4]([CH2:5][CH2:6]2)[CH2:3]1.[C:11](OC(OC(C)(C)C)=O)(OC(C)(C)C)=O.[H-].[Al+3].[Li+].[H-].[H-].[H-]. (2) Given the product [Cl:48][C:22]1[C:23]([CH2:28][O:29][C:30]2[C:38]3[N:37]=[C:36]([O:39][CH3:40])[N:35]([CH2:41][C:42]4[CH:47]=[CH:46][CH:45]=[CH:44][N:43]=4)[C:34]=3[CH:33]=[CH:32][CH:31]=2)=[C:24]([Cl:27])[CH:25]=[CH:26][C:21]=1[N:19]([CH3:20])[C:17](=[O:18])[CH2:16][NH:15][C:12](=[O:14])[CH2:11][N:8]1[CH2:7][CH2:6][CH:5]([C:3]([NH:2][CH3:1])=[O:4])[CH2:10][CH2:9]1, predict the reactants needed to synthesize it. The reactants are: [CH3:1][NH:2][C:3]([CH:5]1[CH2:10][CH2:9][N:8]([CH2:11][C:12]([OH:14])=O)[CH2:7][CH2:6]1)=[O:4].[NH2:15][CH2:16][C:17]([N:19]([C:21]1[CH:26]=[CH:25][C:24]([Cl:27])=[C:23]([CH2:28][O:29][C:30]2[C:38]3[N:37]=[C:36]([O:39][CH3:40])[N:35]([CH2:41][C:42]4[CH:47]=[CH:46][CH:45]=[CH:44][N:43]=4)[C:34]=3[CH:33]=[CH:32][CH:31]=2)[C:22]=1[Cl:48])[CH3:20])=[O:18].ClC1C(COC2C3N=C(OC)N(CC4C=CC=CN=4)C=3C=CC=2)=C(Cl)C=CC=1N(C)C(=O)CNC(=O)CCC1C=CC(C(NCCOC)=O)=CC=1. (3) The reactants are: C([O:5][C:6](=[O:20])[C:7]([S:10][C:11]1[S:12][CH:13]=[C:14]([CH2:16][C:17](O)=O)[N:15]=1)([CH3:9])[CH3:8])(C)(C)C.[Cl:21][C:22]1[CH:27]=[CH:26][C:25]([C:28]2[CH:32]=[C:31]([NH2:33])[NH:30][N:29]=2)=[CH:24][CH:23]=1.FC(F)(F)C(O)=O. Given the product [Cl:21][C:22]1[CH:23]=[CH:24][C:25]([C:28]2[CH:32]=[C:31]([NH:33][CH2:17][CH2:16][C:14]3[N:15]=[C:11]([S:10][C:7]([CH3:8])([CH3:9])[C:6]([OH:5])=[O:20])[S:12][CH:13]=3)[NH:30][N:29]=2)=[CH:26][CH:27]=1, predict the reactants needed to synthesize it. (4) Given the product [CH2:30]([O:29][C:27]([C:26]1([OH:32])[CH2:25][N:7]([C:8]2[CH:13]=[CH:12][C:11]([CH3:14])=[CH:10][CH:9]=2)[C:5]([C:4]2[CH:15]=[CH:16][CH:17]=[CH:18][C:3]=2[O:2][CH3:1])=[N:6]1)=[O:28])[CH3:31], predict the reactants needed to synthesize it. The reactants are: [CH3:1][O:2][C:3]1[CH:18]=[CH:17][CH:16]=[CH:15][C:4]=1[C:5]([NH:7][C:8]1[CH:13]=[CH:12][C:11]([CH3:14])=[CH:10][CH:9]=1)=[NH:6].C([O-])(O)=O.[Na+].Br[CH2:25][C:26](=[O:32])[C:27]([O:29][CH2:30][CH3:31])=[O:28].